This data is from Full USPTO retrosynthesis dataset with 1.9M reactions from patents (1976-2016). The task is: Predict the reactants needed to synthesize the given product. (1) Given the product [ClH:27].[F:1][C:2]1[CH:9]=[C:8]([F:10])[CH:7]=[CH:6][C:3]=1[CH2:4][NH:5][CH2:18][C:19]1[CH:26]=[CH:25][C:22]([C:23]#[N:24])=[CH:21][CH:20]=1, predict the reactants needed to synthesize it. The reactants are: [F:1][C:2]1[CH:9]=[C:8]([F:10])[CH:7]=[CH:6][C:3]=1[CH2:4][NH2:5].C(=O)([O-])[O-].[K+].[K+].Br[CH2:18][C:19]1[CH:26]=[CH:25][C:22]([C:23]#[N:24])=[CH:21][CH:20]=1.[ClH:27]. (2) Given the product [CH2:1]([O:3][C:4]([C:6]1([C:9]2[CH:14]=[CH:13][C:12]([C:15]3[CH:20]=[CH:19][C:18]([C:21]4[O:25][N:24]=[C:23]([CH3:26])[C:22]=4[NH:27][C:28]4[CH:33]=[CH:32][CH:31]=[C:30]([C:37]5[CH:38]=[CH:39][CH:40]=[C:41]([F:42])[C:36]=5[Cl:35])[N:29]=4)=[CH:17][CH:16]=3)=[CH:11][CH:10]=2)[CH2:8][CH2:7]1)=[O:5])[CH3:2], predict the reactants needed to synthesize it. The reactants are: [CH2:1]([O:3][C:4]([C:6]1([C:9]2[CH:14]=[CH:13][C:12]([C:15]3[CH:20]=[CH:19][C:18]([C:21]4[O:25][N:24]=[C:23]([CH3:26])[C:22]=4[NH:27][C:28]4[CH:33]=[CH:32][CH:31]=[C:30](Br)[N:29]=4)=[CH:17][CH:16]=3)=[CH:11][CH:10]=2)[CH2:8][CH2:7]1)=[O:5])[CH3:2].[Cl:35][C:36]1[C:41]([F:42])=[CH:40][CH:39]=[CH:38][C:37]=1B(O)O. (3) The reactants are: [CH:1]([CH:4]1[CH2:9][CH2:8][CH:7]([CH2:10][CH2:11][CH2:12][C:13]([OH:15])=[O:14])[CH2:6][CH2:5]1)([CH3:3])[CH3:2].O.NN.[OH-].[K+].Cl. Given the product [CH:1]([C:4]1[CH:9]=[CH:8][C:7]([CH2:10][CH2:11][CH2:12][C:13]([OH:15])=[O:14])=[CH:6][CH:5]=1)([CH3:3])[CH3:2], predict the reactants needed to synthesize it. (4) Given the product [CH3:1][C:2]1[CH:3]=[C:4]([N:9]2[C:13](=[O:14])[C:12](=[C:15]([NH:30][NH:29][C:27](=[O:28])[C:26]3[CH:25]=[CH:24][C:23]([C:21]([O:20][CH3:19])=[O:22])=[CH:32][CH:31]=3)[CH3:16])[C:11]([CH3:18])=[N:10]2)[CH:5]=[CH:6][C:7]=1[CH3:8], predict the reactants needed to synthesize it. The reactants are: [CH3:1][C:2]1[CH:3]=[C:4]([N:9]2[C:13]([OH:14])=[C:12]([C:15](=O)[CH3:16])[C:11]([CH3:18])=[N:10]2)[CH:5]=[CH:6][C:7]=1[CH3:8].[CH3:19][O:20][C:21]([C:23]1[CH:32]=[CH:31][C:26]([C:27]([NH:29][NH2:30])=[O:28])=[CH:25][CH:24]=1)=[O:22].